Dataset: Forward reaction prediction with 1.9M reactions from USPTO patents (1976-2016). Task: Predict the product of the given reaction. (1) Given the reactants [F:1][C:2]1[CH:3]=[CH:4][C:5]2[N:9]=[C:8]([C@@H:10]([NH2:14])[CH:11]([CH3:13])[CH3:12])[N:7]([C:15]3[CH:16]=[N:17][CH:18]=[CH:19][CH:20]=3)[C:6]=2[CH:21]=1.Cl[C:23]1[N:31]=[CH:30][N:29]=[C:28]2[C:24]=1[N:25]=[CH:26][N:27]2C1CCCCO1.CCN(C(C)C)C(C)C, predict the reaction product. The product is: [F:1][C:2]1[CH:3]=[CH:4][C:5]2[N:9]=[C:8]([CH:10]([NH:14][C:23]3[N:31]=[CH:30][N:29]=[C:28]4[C:24]=3[N:25]=[CH:26][NH:27]4)[CH:11]([CH3:13])[CH3:12])[N:7]([C:15]3[CH:16]=[N:17][CH:18]=[CH:19][CH:20]=3)[C:6]=2[CH:21]=1. (2) Given the reactants [I:1][C:2]1[C:10]2[C:5](=[N:6][CH:7]=[CH:8][CH:9]=2)[NH:4][N:3]=1.C(=O)([O-])[O-].[Cs+].[Cs+].[F:17][C:18]([F:26])([F:25])[C:19]([F:24])([F:23])[CH2:20][CH2:21]I, predict the reaction product. The product is: [I:1][C:2]1[C:10]2[C:5](=[N:6][CH:7]=[CH:8][CH:9]=2)[N:4]([CH2:21][CH2:20][C:19]([F:24])([F:23])[C:18]([F:26])([F:25])[F:17])[N:3]=1. (3) Given the reactants [OH:1][C:2]1[C:3]([NH:12][C:13]2[C:21]([N+]([O-])=O)=[CH:20][C:19]([N+:25]([O-:27])=[O:26])=[CH:18][C:14]=2[C:15]([OH:17])=[O:16])=[CH:4][C:5]2[C:10]([CH:11]=1)=[CH:9][CH:8]=[CH:7][CH:6]=2.[OH-].[Na+], predict the reaction product. The product is: [N+:25]([C:19]1[CH:20]=[C:21]2[C:13](=[C:14]([C:15]([OH:17])=[O:16])[CH:18]=1)[NH:12][C:3]1[CH:4]=[C:5]3[CH:6]=[CH:7][CH:8]=[CH:9][C:10]3=[CH:11][C:2]=1[O:1]2)([O-:27])=[O:26]. (4) Given the reactants [F:1][C:2]1[CH:7]=[CH:6][C:5]([N:8]2[C:16]3[C:11](=[CH:12][C:13]([OH:17])=[CH:14][CH:15]=3)[CH:10]=[CH:9]2)=[CH:4][CH:3]=1.C([O-])([O-])=O.[K+].[K+].[Br:24][CH2:25][CH2:26][CH2:27][CH2:28][CH2:29][CH2:30][CH2:31]Br, predict the reaction product. The product is: [Br:24][CH2:25][CH2:26][CH2:27][CH2:28][CH2:29][CH2:30][CH2:31][O:17][C:13]1[CH:12]=[C:11]2[C:16](=[CH:15][CH:14]=1)[N:8]([C:5]1[CH:6]=[CH:7][C:2]([F:1])=[CH:3][CH:4]=1)[CH:9]=[CH:10]2. (5) Given the reactants [Cl:1][C:2]1[N:11]=[C:10]([C:12]([O:14][CH2:15][CH3:16])=C)[C:9]2[C:4](=[C:5]([F:17])[CH:6]=[CH:7][CH:8]=2)[N:3]=1.[Mn]([O-])(=O)(=O)=[O:19].[K+], predict the reaction product. The product is: [Cl:1][C:2]1[N:11]=[C:10]([C:12]([O:14][CH2:15][CH3:16])=[O:19])[C:9]2[C:4](=[C:5]([F:17])[CH:6]=[CH:7][CH:8]=2)[N:3]=1. (6) Given the reactants [CH2:1]([O:8][C:9]([NH:11][C@@H:12]([CH2:20][C:21]1[CH:26]=[CH:25][C:24]([C:27]2[N:32]=[CH:31][C:30](Br)=[CH:29][N:28]=2)=[CH:23][CH:22]=1)[C:13]([O:15][C:16]([CH3:19])([CH3:18])[CH3:17])=[O:14])=[O:10])[C:2]1[CH:7]=[CH:6][CH:5]=[CH:4][CH:3]=1.[C:34]([C:38]1[CH:43]=[CH:42][C:41](B(O)O)=[CH:40][CH:39]=1)([CH3:37])([CH3:36])[CH3:35].C(=O)(O)[O-].[Na+].N#N, predict the reaction product. The product is: [CH2:1]([O:8][C:9]([NH:11][C@@H:12]([CH2:20][C:21]1[CH:26]=[CH:25][C:24]([C:27]2[N:32]=[CH:31][C:30]([C:41]3[CH:42]=[CH:43][C:38]([C:34]([CH3:37])([CH3:36])[CH3:35])=[CH:39][CH:40]=3)=[CH:29][N:28]=2)=[CH:23][CH:22]=1)[C:13]([O:15][C:16]([CH3:19])([CH3:18])[CH3:17])=[O:14])=[O:10])[C:2]1[CH:7]=[CH:6][CH:5]=[CH:4][CH:3]=1. (7) Given the reactants [C:1]1([C@H:7]([NH2:9])[CH3:8])[CH:6]=[CH:5][CH:4]=[CH:3][CH:2]=1.[CH:10]1[C:19]2[C:14](=[CH:15][CH:16]=[CH:17][CH:18]=2)[CH:13]=[CH:12][C:11]=1/[CH:20]=[CH:21]/[CH:22]=O.[BH4-].[Na+], predict the reaction product. The product is: [CH:10]1[C:19]2[C:14](=[CH:15][CH:16]=[CH:17][CH:18]=2)[CH:13]=[CH:12][C:11]=1/[CH:20]=[CH:21]/[CH2:22][NH:9][C@@H:7]([C:1]1[CH:6]=[CH:5][CH:4]=[CH:3][CH:2]=1)[CH3:8]. (8) The product is: [C:12]([CH2:13][CH2:14][N:1]([CH2:17][CH2:18][C:10]#[N:7])[CH2:2][C:3]([OH:5])=[O:4])#[N:15]. Given the reactants [NH2:1][CH2:2][C:3]([OH:5])=[O:4].C[N+:7]([CH3:10])(C)C.[OH-].[C:12](#[N:15])[CH:13]=[CH2:14].Cl.[CH3:17][C:18](C)=O, predict the reaction product.